Dataset: Full USPTO retrosynthesis dataset with 1.9M reactions from patents (1976-2016). Task: Predict the reactants needed to synthesize the given product. (1) The reactants are: [S:1]1[CH:9]2[C:4]([CH2:5][NH:6][CH2:7][CH2:8]2)=[CH:3][C:2]1=[O:10].Br[CH:12]([C:18]1[CH:23]=[CH:22][CH:21]=[CH:20][C:19]=1[F:24])[C:13]([CH:15]1[CH2:17][CH2:16]1)=[O:14]. Given the product [CH:15]1([C:13](=[O:14])[CH:12]([N:6]2[CH2:7][CH2:8][CH:9]3[S:1][C:2](=[O:10])[CH:3]=[C:4]3[CH2:5]2)[C:18]2[CH:23]=[CH:22][CH:21]=[CH:20][C:19]=2[F:24])[CH2:17][CH2:16]1, predict the reactants needed to synthesize it. (2) The reactants are: [CH3:1][N:2]([CH3:38])[CH2:3][CH2:4][NH:5][C:6]([C:8]1[CH:9]=[C:10]2[C:18](=[CH:19][CH:20]=1)[NH:17][C:16]1[C:15]([O:21][CH3:22])=[C:14]3[NH:23][C:24]4[CH:25]=[CH:26][C:27]([C:30]([NH:32][CH2:33][CH2:34][N:35]([CH3:37])[CH3:36])=O)=[CH:28][C:29]=4[C:13]3=[CH:12][C:11]2=1)=O.[H-].[H-].[H-].[H-].[Li+].[Al+3]. Given the product [CH3:22][O:21][C:15]1[C:14]2[NH:23][C:24]3[C:29](=[CH:28][C:27]([CH2:30][NH:32][CH2:33][CH2:34][N:35]([CH3:36])[CH3:37])=[CH:26][CH:25]=3)[C:13]=2[CH:12]=[C:11]2[C:10]3[CH:9]=[C:8]([CH2:6][NH:5][CH2:4][CH2:3][N:2]([CH3:1])[CH3:38])[CH:20]=[CH:19][C:18]=3[NH:17][C:16]=12, predict the reactants needed to synthesize it. (3) Given the product [CH3:1][O:2][C:3]([C:5]1[N:6]([C:19]2[CH:24]=[CH:23][CH:22]=[CH:21][CH:20]=2)[C:7]2[C:12]([C:13](=[O:17])[C:14]=1[CH2:15][N:31]1[CH:32]=[CH:33][C:28]([C:27]([O:26][CH3:25])=[O:35])=[CH:29][C:30]1=[O:34])=[CH:11][CH:10]=[C:9]([Cl:18])[CH:8]=2)=[O:4], predict the reactants needed to synthesize it. The reactants are: [CH3:1][O:2][C:3]([C:5]1[N:6]([C:19]2[CH:24]=[CH:23][CH:22]=[CH:21][CH:20]=2)[C:7]2[C:12]([C:13](=[O:17])[C:14]=1[CH2:15]Br)=[CH:11][CH:10]=[C:9]([Cl:18])[CH:8]=2)=[O:4].[CH3:25][O:26][C:27](=[O:35])[C:28]1[CH:33]=[CH:32][N:31]=[C:30]([OH:34])[CH:29]=1.C(=O)([O-])[O-].[K+].[K+]. (4) Given the product [Br:28][C:9]1[C:10]([CH3:11])=[C:5]2[CH2:4][CH2:3][N:2]([CH3:1])[C:6]2=[N:7][C:8]=1[CH2:12][CH2:13][CH2:14][CH2:15][CH2:16][CH2:17][CH2:18][CH2:19][CH2:20][CH2:21][CH2:22][CH2:23][CH2:24][CH2:25][CH2:26][CH3:27], predict the reactants needed to synthesize it. The reactants are: [CH3:1][N:2]1[C:6]2=[N:7][C:8]([CH2:12][CH2:13][CH2:14][CH2:15][CH2:16][CH2:17][CH2:18][CH2:19][CH2:20][CH2:21][CH2:22][CH2:23][CH2:24][CH2:25][CH2:26][CH3:27])=[CH:9][C:10]([CH3:11])=[C:5]2[CH2:4][CH2:3]1.[Br:28]N1C(C)(C)C(=O)N(Br)C1=O. (5) Given the product [CH2:11]([O:10][C:6]1[C:5]([O:18][CH2:19][C:20]2[CH:25]=[CH:24][CH:23]=[CH:22][CH:21]=2)=[C:4]([CH:9]=[CH:8][CH:7]=1)[C:3]([OH:26])=[O:2])[C:12]1[CH:13]=[CH:14][CH:15]=[CH:16][CH:17]=1, predict the reactants needed to synthesize it. The reactants are: C[O:2][C:3](=[O:26])[C:4]1[CH:9]=[CH:8][CH:7]=[C:6]([O:10][CH2:11][C:12]2[CH:17]=[CH:16][CH:15]=[CH:14][CH:13]=2)[C:5]=1[O:18][CH2:19][C:20]1[CH:25]=[CH:24][CH:23]=[CH:22][CH:21]=1.C(N(CC)CC)C.C(Cl)(=O)CC. (6) Given the product [CH3:18][O:17][C:14]1[CH:15]=[CH:16][C:11]([CH2:10][O:9][C:3]2[C:2]([N:23]3[CH2:24][CH2:25][CH:20]([OH:19])[CH2:21][CH2:22]3)=[C:7]([CH3:8])[CH:6]=[CH:5][N:4]=2)=[CH:12][CH:13]=1, predict the reactants needed to synthesize it. The reactants are: Br[C:2]1[C:3]([O:9][CH2:10][C:11]2[CH:16]=[CH:15][C:14]([O:17][CH3:18])=[CH:13][CH:12]=2)=[N:4][CH:5]=[CH:6][C:7]=1[CH3:8].[OH:19][CH:20]1[CH2:25][CH2:24][NH:23][CH2:22][CH2:21]1.C1(P(C2C=CC=CC=2)C2C=CC3C(=CC=CC=3)C=2C2C3C(=CC=CC=3)C=CC=2P(C2C=CC=CC=2)C2C=CC=CC=2)C=CC=CC=1.CC(C)([O-])C.[Na+]. (7) Given the product [Br:1][C:2]1[C:6]2[CH:7]=[C:8]([CH2:11][Br:14])[CH:9]=[CH:10][C:5]=2[S:4][CH:3]=1, predict the reactants needed to synthesize it. The reactants are: [Br:1][C:2]1[C:6]2[CH:7]=[C:8]([CH2:11]O)[CH:9]=[CH:10][C:5]=2[S:4][CH:3]=1.P(Br)(Br)[Br:14].O.